Dataset: Reaction yield outcomes from USPTO patents with 853,638 reactions. Task: Predict the reaction yield, written as a fraction of the theoretical maximum amount of product (1.0 means a 100% yield; for example, 0.34 means a 34% yield). (1) The reactants are Cl[C:2]1[CH:3]=[C:4]([O:13][CH3:14])[C:5]2[N:6]([C:8]([CH3:12])=[C:9]([CH3:11])[N:10]=2)[N:7]=1.[C:15]([C:17]1[N:21]([CH3:22])[N:20]=[C:19]([N:23]2[CH2:27][CH2:26][CH2:25][CH2:24]2)[N:18]=1)#[CH:16].C(N(CC)CC)C. The catalyst is CN(C=O)C.C(Cl)Cl.CO.[Cu]I.C1C=CC(P(C2C=CC=CC=2)C2C=CC=CC=2)=CC=1.C1C=CC(P(C2C=CC=CC=2)C2C=CC=CC=2)=CC=1.Cl[Pd]Cl. The product is [CH3:14][O:13][C:4]1[C:5]2[N:6]([C:8]([CH3:12])=[C:9]([CH3:11])[N:10]=2)[N:7]=[C:2]([C:16]#[C:15][C:17]2[N:21]([CH3:22])[N:20]=[C:19]([N:23]3[CH2:27][CH2:26][CH2:25][CH2:24]3)[N:18]=2)[CH:3]=1. The yield is 0.0600. (2) The reactants are [CH2:1]([N:4]1[C:12]2[C:7](=[N:8][C:9]([NH2:14])=[N:10][C:11]=2Cl)[N:6]([C@@H:15]2[O:27][C@H:26]([CH2:28][O:29][C:30](=[O:32])[CH3:31])[C@@H:21]([O:22][C:23](=[O:25])[CH3:24])[C@H:16]2[O:17][C:18](=[O:20])[CH3:19])[C:5]1=[O:33])[CH:2]=[CH2:3]. The catalyst is C(O)(=O)C. The product is [CH2:1]([N:4]1[C:12]2[C:7](=[N:8][C:9]([NH2:14])=[N:10][CH:11]=2)[N:6]([C@@H:15]2[O:27][C@H:26]([CH2:28][O:29][C:30](=[O:32])[CH3:31])[C@@H:21]([O:22][C:23](=[O:25])[CH3:24])[C@H:16]2[O:17][C:18](=[O:20])[CH3:19])[C:5]1=[O:33])[CH:2]=[CH2:3]. The yield is 0.600. (3) The reactants are C[O:2][C:3]([C:5]1([CH2:11][CH2:12][NH:13][C:14]2[C:15]([CH3:31])=[N:16][C:17]([N:20]3[CH2:24][CH2:23][C@H:22]([N:25]4[CH2:29][CH2:28][CH2:27][C@@H:26]4[CH3:30])[CH2:21]3)=[CH:18][CH:19]=2)[CH2:10][CH2:9][O:8][CH2:7][CH2:6]1)=O.CC(C)([O-])C.[K+]. The catalyst is C1COCC1.C(OCC)(=O)C. The product is [CH3:31][C:15]1[C:14]([N:13]2[CH2:12][CH2:11][C:5]3([CH2:6][CH2:7][O:8][CH2:9][CH2:10]3)[C:3]2=[O:2])=[CH:19][CH:18]=[C:17]([N:20]2[CH2:24][CH2:23][C@H:22]([N:25]3[CH2:29][CH2:28][CH2:27][C@@H:26]3[CH3:30])[CH2:21]2)[N:16]=1. The yield is 0.220. (4) The reactants are C([O:4][C@H:5]([CH3:30])[C@H:6]([N:14]1[CH2:17][C:16]2([CH2:21][CH2:20][CH2:19][N:18]2[C:22]([O:24][C:25]([CH3:28])([CH3:27])[CH3:26])=[O:23])[C:15]1=[O:29])[C:7](=[O:13])[N:8]1[CH2:12][CH2:11][CH2:10][CH2:9]1)(=O)C. The catalyst is N. The product is [OH:4][C@H:5]([CH3:30])[C@H:6]([N:14]1[CH2:17][C:16]2([CH2:21][CH2:20][CH2:19][N:18]2[C:22]([O:24][C:25]([CH3:27])([CH3:26])[CH3:28])=[O:23])[C:15]1=[O:29])[C:7](=[O:13])[N:8]1[CH2:12][CH2:11][CH2:10][CH2:9]1. The yield is 0.760. (5) The reactants are CS(C)=O.[CH3:5][C:6]1[CH:22]=[CH:21][C:9]([CH2:10][C:11]2[S:12][C:13](/[CH:16]=[CH:17]/[N+:18]([O-:20])=[O:19])=[CH:14][CH:15]=2)=[CH:8][CH:7]=1.C(O)(=O)C.[BH4-].[Na+]. The catalyst is O. The product is [CH3:5][C:6]1[CH:7]=[CH:8][C:9]([CH2:10][C:11]2[S:12][C:13]([CH2:16][CH2:17][N+:18]([O-:20])=[O:19])=[CH:14][CH:15]=2)=[CH:21][CH:22]=1. The yield is 0.434. (6) The product is [NH2:8][CH:12]([CH2:13][OH:14])[C:11]([NH:51][C:52]1[CH:57]=[CH:56][C:55]([C:58]2[CH:59]=[C:60]([NH:65][C:66]3[CH:71]=[CH:70][C:69]([O:72][C:73]4[CH:78]=[CH:77][N:76]=[C:75]([C:79]([F:81])([F:82])[F:80])[CH:74]=4)=[CH:68][CH:67]=3)[N:61]=[C:62]([NH2:64])[N:63]=2)=[CH:54][CH:53]=1)=[O:10]. The catalyst is CN(C)C(=O)C.CS(C)=O.CCOC(C)=O.CO. The reactants are C(OC([N:8]1[C@H:12]([C:13](O)=[O:14])[CH2:11][O:10]C1(C)C)=O)(C)(C)C.CN(C(ON1N=NC2C=CC=NC1=2)=[N+](C)C)C.F[P-](F)(F)(F)(F)F.CCN(C(C)C)C(C)C.[NH2:51][C:52]1[CH:57]=[CH:56][C:55]([C:58]2[N:63]=[C:62]([NH2:64])[N:61]=[C:60]([NH:65][C:66]3[CH:71]=[CH:70][C:69]([O:72][C:73]4[CH:78]=[CH:77][N:76]=[C:75]([C:79]([F:82])([F:81])[F:80])[CH:74]=4)=[CH:68][CH:67]=3)[CH:59]=2)=[CH:54][CH:53]=1.Cl.C(=O)(O)[O-].[Na+]. The yield is 0.430. (7) The yield is 0.890. The catalyst is O.CS(C)=O.C(O)C. The product is [Br:1][C:2]1[N:11]([CH2:24][C:23]2[C:26]([F:30])=[CH:27][CH:28]=[CH:29][C:22]=2[Cl:21])[C:10]2[C:9](=[O:12])[N:7]([CH3:8])[C:6](=[O:13])[N:5]([CH3:14])[C:4]=2[N:3]=1. The reactants are [Br:1][C:2]1[NH:11][C:10]2[C:9](=[O:12])[N:7]([CH3:8])[C:6](=[O:13])[N:5]([CH3:14])[C:4]=2[N:3]=1.C(=O)([O-])[O-].[K+].[K+].[Cl:21][C:22]1[CH:29]=[CH:28][CH:27]=[C:26]([F:30])[C:23]=1[CH2:24]Br.[K].